This data is from Peptide-MHC class II binding affinity with 134,281 pairs from IEDB. The task is: Regression. Given a peptide amino acid sequence and an MHC pseudo amino acid sequence, predict their binding affinity value. This is MHC class II binding data. (1) The binding affinity (normalized) is 0.613. The MHC is DRB1_0901 with pseudo-sequence DRB1_0901. The peptide sequence is KKLIPSWASVKEDLV. (2) The peptide sequence is NVWEVKSSKPLVGPF. The MHC is DRB3_0202 with pseudo-sequence DRB3_0202. The binding affinity (normalized) is 0.205. (3) The peptide sequence is YGRIAECILGMNPSR. The MHC is HLA-DQA10101-DQB10501 with pseudo-sequence HLA-DQA10101-DQB10501. The binding affinity (normalized) is 0.169. (4) The peptide sequence is SINYRTEIDKPSQHH. The MHC is HLA-DPA10103-DPB10301 with pseudo-sequence HLA-DPA10103-DPB10301. The binding affinity (normalized) is 0.514. (5) The peptide sequence is YKALPVVLENARILK. The MHC is DRB1_0101 with pseudo-sequence DRB1_0101. The binding affinity (normalized) is 0.654. (6) The binding affinity (normalized) is 0.535. The peptide sequence is DKELYPLASLRSLFG. The MHC is DRB1_1501 with pseudo-sequence DRB1_1501. (7) The peptide sequence is TEAPAAPAEGEKPAE. The MHC is HLA-DQA10102-DQB10602 with pseudo-sequence HLA-DQA10102-DQB10602. The binding affinity (normalized) is 0.180. (8) The peptide sequence is GELQFVDKIDAAFKI. The MHC is DRB3_0202 with pseudo-sequence DRB3_0202. The binding affinity (normalized) is 0.314.